This data is from Experimentally validated miRNA-target interactions with 360,000+ pairs, plus equal number of negative samples. The task is: Binary Classification. Given a miRNA mature sequence and a target amino acid sequence, predict their likelihood of interaction. (1) The miRNA is hsa-miR-624-3p with sequence CACAAGGUAUUGGUAUUACCU. The protein sequence of the target gene is MRSPRTRGRPGRPLSLLLALLCALRAKVCGASGQFELEILSMQNVNGELQNGNCCGGVRNPGDRKCTRDECDTYFKVCLKEYQSRVTAGGPCSFGSGSTPVIGGNTFNLKASRGNDRNRIVLPFSFAWPRSYTLLVEAWDSSNDTIQPDSIIEKASHSGMINPSRQWQTLKQNTGIAHFEYQIRVTCDDHYYGFGCNKFCRPRDDFFGHYACDQNGNKTCMEGWMGPDCNKAICRQGCSPKHGSCKLPGDCRCQYGWQGLYCDKCIPHPGCVHGTCNEPWQCLCETNWGGQLCDKDLNYC.... Result: 0 (no interaction). (2) The miRNA is mmu-miR-5125 with sequence UCUGCCUGGGAUUUCCUUGU. The protein sequence of the target gene is MASIMEGPLSKWTNVMKGWQYRWFVLDYNAGLLSYYTSKDKMMRGSRRGCVRLRGAVIGIDDEDDSTFTITVDQKTFHFQARDADEREKWIHALEETILRHTLQLQGLDSGFVPSVQDFDKKLTEADAYLQILIEQLKLFDDKLQNCKEDEQRKKIETLKETTNSMVESIKHCIVLLQIAKDQSNAEKHADGMISTINPVDAIYQPSPLEPVISTMPSQTVLPPEPVQLCKSEQRPSSLPVGPVLATLGHHQTPTPNSTGSGHSPPSSSLTSPSHVNLSPNTVPEFSYSSSEDEFYDADE.... Result: 0 (no interaction). (3) The protein sequence of the target gene is MALSAEDRALVRALWKKLGSNVGVYTTEALERTFLAFPATKTYFSHLDLSPGSSQVRAHGQKVADALSLAVERLDDLPHALSALSHLHACQLRVDPASFQLLGHCLLVTLARHYPGDFSPALQASLDKFLSHVISALVSEYR. Result: 0 (no interaction). The miRNA is mmu-miR-296-5p with sequence AGGGCCCCCCCUCAAUCCUGU. (4) The miRNA is hsa-miR-4646-3p with sequence AUUGUCCCUCUCCCUUCCCAG. The protein sequence of the target gene is MAAAAQSRVVRVLSMSRSAITAIATSVCHGPPCRQLHHALMPHGKGGRSSVSGIVATVFGATGFLGRYVVNHLGRMGSQVIIPYRCDKYDIMHLRPMGDLGQLLFLEWDARDKDSIRRVVQHSNVVINLIGRDWETKNFDFEDVFVKIPQAIAQLSKEAGVEKFIHVSHLNANIKSSSRYLRNKAVGEKVVRDAFPEAIIVKPSDIFGREDRFLNSFASMHRFGPIPLGSLGWKTVKQPVYVVDVSKGIVNAVKDPDANGKSFAFVGPSRYLLFHLVKYIFAVAHRLFLPFPLPLFAYRW.... Result: 0 (no interaction).